This data is from Reaction yield outcomes from USPTO patents with 853,638 reactions. The task is: Predict the reaction yield, written as a fraction of the theoretical maximum amount of product (1.0 means a 100% yield; for example, 0.34 means a 34% yield). (1) The reactants are [F:1][CH:2]1[CH2:7][N:6]([C:8]([O:10][C:11]([CH3:14])([CH3:13])[CH3:12])=[O:9])[CH2:5][C:4]([CH3:16])([CH3:15])[C:3]1=[O:17].CCC(C)[BH-](C(C)CC)C(C)CC.[Li+]. The catalyst is O1CCCC1. The product is [C:11]([O:10][C:8]([N:6]1[CH2:7][C@H:2]([F:1])[C@H:3]([OH:17])[C:4]([CH3:16])([CH3:15])[CH2:5]1)=[O:9])([CH3:14])([CH3:12])[CH3:13]. The yield is 0.750. (2) The reactants are Br[C:2]1[CH:7]=[N:6][C:5]([Cl:8])=[C:4]2[NH:9][CH:10]=[CH:11][C:3]=12.[CH3:12][C:13]1[C:19](B2OC(C)(C)C(C)(C)O2)=[CH:18][CH:17]=[CH:16][C:14]=1[NH2:15].C(=O)([O-])[O-].[Na+].[Na+]. The catalyst is C1COCC1.CO.O.C1C=CC(P(C2C=CC=CC=2)[C-]2C=CC=C2)=CC=1.C1C=CC(P(C2C=CC=CC=2)[C-]2C=CC=C2)=CC=1.Cl[Pd]Cl.[Fe+2]. The product is [Cl:8][C:5]1[N:6]=[CH:7][C:2]([C:19]2[C:13]([CH3:12])=[C:14]([CH:16]=[CH:17][CH:18]=2)[NH2:15])=[C:3]2[CH:11]=[CH:10][NH:9][C:4]=12. The yield is 0.400. (3) The reactants are [OH:1][C@H:2]([CH2:8][CH3:9])[CH2:3][C:4](OC)=[O:5].C[Si](C)(C)[O-].[K+].C(N(CC)C(C)C)(C)C.Cl.Cl.[O:27]1[C:31]2[CH:32]=[CH:33][CH:34]=[C:35]([CH:36]3[CH2:41][CH2:40][N:39]([CH2:42][CH2:43][C@H:44]4[CH2:49][CH2:48][C@H:47]([NH2:50])[CH2:46][CH2:45]4)[CH2:38][CH2:37]3)[C:30]=2[CH2:29][CH2:28]1.CN(C(ON1N=NC2C=CC=CC1=2)=[N+](C)C)C.[B-](F)(F)(F)F.C([O-])(O)=O.[Na+]. The catalyst is O1CCOCC1. The product is [O:27]1[C:31]2[CH:32]=[CH:33][CH:34]=[C:35]([CH:36]3[CH2:41][CH2:40][N:39]([CH2:42][CH2:43][C@H:44]4[CH2:45][CH2:46][C@H:47]([NH:50][C:4](=[O:5])[CH2:3][C@H:2]([OH:1])[CH2:8][CH3:9])[CH2:48][CH2:49]4)[CH2:38][CH2:37]3)[C:30]=2[CH2:29][CH2:28]1. The yield is 0.540. (4) The reactants are [C:1](Cl)(=O)[O:2]C(Cl)(Cl)Cl.[NH2:9][C:10]1[CH:18]=[CH:17][CH:16]=[C:15]([CH3:19])[C:11]=1[C:12]([OH:14])=[O:13].C(OCC)C. The catalyst is O1CCOCC1. The product is [CH3:19][C:15]1[C:11]2[C:12](=[O:14])[O:13][C:1](=[O:2])[NH:9][C:10]=2[CH:18]=[CH:17][CH:16]=1. The yield is 0.560. (5) The reactants are [CH3:1][O:2][C:3](=[O:14])[C:4]1[CH:12]=[C:11]([I:13])[CH:10]=[C:6]([C:7]([OH:9])=O)[CH:5]=1.[CH3:15][NH:16][CH2:17][CH2:18][CH3:19].Cl.CN(C)CCCN=C=NCC.O.ON1C2C=CC=CC=2N=N1. The catalyst is ClCCl. The product is [CH3:1][O:2][C:3](=[O:14])[C:4]1[CH:12]=[C:11]([I:13])[CH:10]=[C:6]([C:7]([N:16]([CH3:15])[CH2:17][CH2:18][CH3:19])=[O:9])[CH:5]=1. The yield is 0.740.